Dataset: Full USPTO retrosynthesis dataset with 1.9M reactions from patents (1976-2016). Task: Predict the reactants needed to synthesize the given product. (1) Given the product [C:9]([O:8][CH2:7][C@H:6]1[N:2]2[N:1]=[CH:29][N:31]=[C:3]2[CH2:4][CH2:5]1)([C:10]1[CH:11]=[CH:12][CH:13]=[CH:14][CH:15]=1)([C:16]1[CH:21]=[CH:20][CH:19]=[CH:18][CH:17]=1)[C:22]1[CH:23]=[CH:24][CH:25]=[CH:26][CH:27]=1, predict the reactants needed to synthesize it. The reactants are: [NH2:1][N:2]1[C@H:6]([CH2:7][O:8][C:9]([C:22]2[CH:27]=[CH:26][CH:25]=[CH:24][CH:23]=2)([C:16]2[CH:21]=[CH:20][CH:19]=[CH:18][CH:17]=2)[C:10]2[CH:15]=[CH:14][CH:13]=[CH:12][CH:11]=2)[CH2:5][CH2:4][C:3]1=O.[CH:29]([NH2:31])=O. (2) Given the product [CH2:15]([O:5][C:4](=[O:6])[C:3]1[C:2]([F:1])=[C:10]([F:11])[C:9]([F:12])=[C:8]([F:13])[C:7]=1[F:14])[C:16]1[CH:21]=[CH:20][CH:19]=[CH:18][CH:17]=1, predict the reactants needed to synthesize it. The reactants are: [F:1][C:2]1[C:10]([F:11])=[C:9]([F:12])[C:8]([F:13])=[C:7]([F:14])[C:3]=1[C:4]([OH:6])=[O:5].[CH2:15](O)[C:16]1[CH:21]=[CH:20][CH:19]=[CH:18][CH:17]=1.Cl.CN(C)CCCN=C=NCC. (3) Given the product [Cl:33][C:34]1[CH:39]=[C:38]([F:40])[CH:37]=[C:36]([Cl:41])[C:35]=1[O:1][CH2:2][C:3]1[C:7]([CH2:8][O:9][C:10]2[CH:11]=[C:12]3[C:16](=[CH:17][CH:18]=2)[N:15]([CH2:19][C:20]2[CH:21]=[C:22]([CH:27]=[CH:28][CH:29]=2)[C:23]([O:25][CH3:26])=[O:24])[CH:14]=[CH:13]3)=[C:6]([CH:30]([CH3:32])[CH3:31])[O:5][N:4]=1, predict the reactants needed to synthesize it. The reactants are: [OH:1][CH2:2][C:3]1[C:7]([CH2:8][O:9][C:10]2[CH:11]=[C:12]3[C:16](=[CH:17][CH:18]=2)[N:15]([CH2:19][C:20]2[CH:21]=[C:22]([CH:27]=[CH:28][CH:29]=2)[C:23]([O:25][CH3:26])=[O:24])[CH:14]=[CH:13]3)=[C:6]([CH:30]([CH3:32])[CH3:31])[O:5][N:4]=1.[Cl:33][C:34]1[CH:39]=[C:38]([F:40])[CH:37]=[C:36]([Cl:41])[C:35]=1O.C1(P(C2C=CC=CC=2)C2C=CC=CC=2)C=CC=CC=1.N(C(OC(C)C)=O)=NC(OC(C)C)=O. (4) Given the product [C:1]([O:5][C:6](=[O:20])[CH2:7][O:8][C:9]1[CH:10]=[C:11]([CH:16]=[CH:17][C:18]=1[Cl:19])[C:12]([OH:14])=[O:13])([CH3:4])([CH3:2])[CH3:3], predict the reactants needed to synthesize it. The reactants are: [C:1]([O:5][C:6](=[O:20])[CH2:7][O:8][C:9]1[CH:10]=[C:11]([CH:16]=[CH:17][C:18]=1[Cl:19])[C:12]([O:14]C)=[O:13])([CH3:4])([CH3:3])[CH3:2].C(O)(C)(C)C. (5) Given the product [N:10]1([C:5]2[C:4](=[O:15])[N:16]([C:18]3[CH:23]=[C:22]([N:24]4[CH2:25][CH2:26][CH2:27][CH2:28][CH2:29]4)[N:21]=[CH:20][N:19]=3)[NH:7][CH:6]=2)[CH:14]=[CH:13][N:12]=[CH:11]1, predict the reactants needed to synthesize it. The reactants are: C(O[C:4](=[O:15])[C:5]([N:10]1[CH:14]=[CH:13][N:12]=[CH:11]1)=[CH:6][N:7](C)C)C.[NH:16]([C:18]1[CH:23]=[C:22]([N:24]2[CH2:29][CH2:28][CH2:27][CH2:26][CH2:25]2)[N:21]=[CH:20][N:19]=1)N.C1(C)C=CC(S(O)(=O)=O)=CC=1. (6) The reactants are: [Br:1][C:2]1[CH:3]=[C:4]([CH:8]=O)[CH:5]=[N:6][CH:7]=1.[CH2:10]([S:12]([NH2:15])(=[O:14])=[O:13])[CH3:11].C(O)(=O)C.C(N(CC)CC)C.C(O[BH-](OC(=O)C)OC(=O)C)(=O)C.[Na+]. Given the product [Br:1][C:2]1[CH:3]=[C:4]([CH2:8][NH:15][S:12]([CH2:10][CH3:11])(=[O:14])=[O:13])[CH:5]=[N:6][CH:7]=1, predict the reactants needed to synthesize it.